The task is: Regression. Given two drug SMILES strings and cell line genomic features, predict the synergy score measuring deviation from expected non-interaction effect.. This data is from NCI-60 drug combinations with 297,098 pairs across 59 cell lines. Drug 1: C1CC(=O)NC(=O)C1N2CC3=C(C2=O)C=CC=C3N. Drug 2: CCC(=C(C1=CC=CC=C1)C2=CC=C(C=C2)OCCN(C)C)C3=CC=CC=C3.C(C(=O)O)C(CC(=O)O)(C(=O)O)O. Cell line: SK-MEL-5. Synergy scores: CSS=-7.08, Synergy_ZIP=3.26, Synergy_Bliss=2.68, Synergy_Loewe=-2.66, Synergy_HSA=-3.07.